This data is from Peptide-MHC class I binding affinity with 185,985 pairs from IEDB/IMGT. The task is: Regression. Given a peptide amino acid sequence and an MHC pseudo amino acid sequence, predict their binding affinity value. This is MHC class I binding data. (1) The peptide sequence is FCSNHFTEL. The MHC is HLA-B58:01 with pseudo-sequence HLA-B58:01. The binding affinity (normalized) is 0.0847. (2) The peptide sequence is SPLPITLKY. The MHC is HLA-A02:19 with pseudo-sequence HLA-A02:19. The binding affinity (normalized) is 0.0847. (3) The peptide sequence is LLCPTDCFR. The MHC is Patr-A0101 with pseudo-sequence Patr-A0101. The binding affinity (normalized) is 0.516. (4) The peptide sequence is VISKIYTLI. The MHC is HLA-A02:03 with pseudo-sequence HLA-A02:03. The binding affinity (normalized) is 0.626. (5) The peptide sequence is TAAIMLASY. The MHC is HLA-A02:16 with pseudo-sequence HLA-A02:16. The binding affinity (normalized) is 0.0847. (6) The peptide sequence is FEVLAVEDT. The MHC is HLA-B40:02 with pseudo-sequence HLA-B40:02. The binding affinity (normalized) is 0.304.